From a dataset of Forward reaction prediction with 1.9M reactions from USPTO patents (1976-2016). Predict the product of the given reaction. (1) The product is: [F:1][C:2]1[CH:3]=[CH:4][C:5](/[CH:6]=[CH:7]/[C:8]([N:41]2[CH2:42][CH2:43][N:38]([CH:35]([CH3:37])[CH3:36])[CH2:39][CH2:40]2)=[O:10])=[CH:11][CH:12]=1. Given the reactants [F:1][C:2]1[CH:12]=[CH:11][C:5](/[CH:6]=[CH:7]/[C:8]([OH:10])=O)=[CH:4][CH:3]=1.CN(C(ON1N=NC2C=CC=CC1=2)=[N+](C)C)C.[B-](F)(F)(F)F.[CH:35]([N:38]1[CH2:43][CH2:42][NH:41][CH2:40][CH2:39]1)([CH3:37])[CH3:36], predict the reaction product. (2) Given the reactants [Br:1][C:2]1[CH:3]=[C:4]([CH:7]=[CH:8][C:9]=1[OH:10])[CH:5]=[O:6].N1C=CN=C1.[CH3:16][C:17]([Si:20](Cl)([CH3:22])[CH3:21])([CH3:19])[CH3:18], predict the reaction product. The product is: [Br:1][C:2]1[CH:3]=[C:4]([CH:7]=[CH:8][C:9]=1[O:10][Si:20]([C:17]([CH3:19])([CH3:18])[CH3:16])([CH3:22])[CH3:21])[CH:5]=[O:6].